Dataset: Catalyst prediction with 721,799 reactions and 888 catalyst types from USPTO. Task: Predict which catalyst facilitates the given reaction. (1) Reactant: C([N:8]1[CH2:13][CH2:12][NH:11][CH2:10][CH2:9]1)(OC(C)(C)C)=O.[CH3:14][C:15]([C:17]1[CH:22]=[CH:21][C:20]([Br:23])=[CH:19][CH:18]=1)=O.C(O)(=O)C.C([BH3-])#N.[Na+]. Product: [Br:23][C:20]1[CH:21]=[CH:22][C:17]([CH:15]([N:8]2[CH2:13][CH2:12][NH:11][CH2:10][CH2:9]2)[CH3:14])=[CH:18][CH:19]=1. The catalyst class is: 125. (2) Reactant: [F:1][C:2]1[C:7]([OH:8])=[CH:6][CH:5]=[CH:4][C:3]=1[CH2:9][NH:10][C:11]([C:13]1[CH:14]=[C:15]2[C:20](=[CH:21][CH:22]=1)[N:19]=[CH:18][CH:17]=[CH:16]2)=[O:12].Br[CH2:24][CH2:25][CH2:26][CH:27]=[CH2:28].CN(C=O)C.C(=O)([O-])[O-].[Cs+].[Cs+]. Product: [F:1][C:2]1[C:7]([O:8][CH2:28][CH2:27][CH2:26][CH:25]=[CH2:24])=[CH:6][CH:5]=[CH:4][C:3]=1[CH2:9][NH:10][C:11]([C:13]1[CH:14]=[C:15]2[C:20](=[CH:21][CH:22]=1)[N:19]=[CH:18][CH:17]=[CH:16]2)=[O:12]. The catalyst class is: 6. (3) Reactant: [O:1]1CCO[CH:2]1[CH2:6][N:7]1[C:16]2[C:11](=[CH:12][CH:13]=[CH:14][CH:15]=2)[C:10]([C:17]([O:19][CH3:20])=[O:18])=[CH:9][C:8]1=[O:21].C(=O)([O-])O.[Na+]. Product: [O:21]=[C:8]1[CH:9]=[C:10]([C:17]([O:19][CH3:20])=[O:18])[C:11]2[C:16](=[CH:15][CH:14]=[CH:13][CH:12]=2)[N:7]1[CH2:6][CH:2]=[O:1]. The catalyst class is: 55. (4) Reactant: [C:1]([O:5][C:6](=[O:12])[CH2:7][CH2:8][C:9]([OH:11])=[O:10])([CH3:4])([CH3:3])[CH3:2].Br[CH:14]([O:16][C:17](=[O:19])[CH3:18])[CH3:15].C(=O)([O-])[O-].[Cs+].[Cs+]. Product: [C:1]([O:5][C:6](=[O:12])[CH2:7][CH2:8][C:9]([O:11][CH:14]([O:16][C:17](=[O:19])[CH3:18])[CH3:15])=[O:10])([CH3:4])([CH3:2])[CH3:3]. The catalyst class is: 39. (5) Reactant: [CH3:1][C:2]1[N:6](C2CCCCO2)[N:5]=[C:4]([C:13]([F:16])([F:15])[F:14])[C:3]=1[C:17]1[CH:22]=[CH:21][C:20]([CH2:23][C:24]#[N:25])=[CH:19][CH:18]=1.Cl. Product: [CH3:1][C:2]1[NH:6][N:5]=[C:4]([C:13]([F:16])([F:15])[F:14])[C:3]=1[C:17]1[CH:22]=[CH:21][C:20]([CH2:23][C:24]#[N:25])=[CH:19][CH:18]=1. The catalyst class is: 13. (6) Reactant: [CH2:1]([NH:8][C:9]1[C:14]2=[C:15]([C:18]3[CH:23]=[CH:22][CH:21]=[CH:20][CH:19]=3)[CH:16]=[CH:17][N:13]2[N:12]=[C:11](Cl)[N:10]=1)[C:2]1[CH:7]=[CH:6][CH:5]=[CH:4][CH:3]=1.[C-:25]#[N:26].[Na+]. Product: [CH2:1]([NH:8][C:9]1[C:14]2=[C:15]([C:18]3[CH:23]=[CH:22][CH:21]=[CH:20][CH:19]=3)[CH:16]=[CH:17][N:13]2[N:12]=[C:11]([C:25]#[N:26])[N:10]=1)[C:2]1[CH:7]=[CH:6][CH:5]=[CH:4][CH:3]=1. The catalyst class is: 3. (7) Reactant: [NH2:1][C:2]1[N:7]=[CH:6][N:5]=[C:4]([CH2:8]O)[CH:3]=1.[CH3:10][N:11]([CH:13]=O)[CH3:12].O=P(Cl)(Cl)[Cl:17].CCN(CC)CC. Product: [Cl:17][CH2:8][C:4]1[N:5]=[CH:6][N:7]=[C:2]([N:1]=[CH:10][N:11]([CH3:13])[CH3:12])[CH:3]=1. The catalyst class is: 2. (8) Reactant: [I:1][C:2]1[CH:7]=[CH:6][CH:5]=[CH:4][C:3]=1[OH:8].C(NC(C)C)(C)C.S(Cl)([Cl:19])(=O)=O. Product: [Cl:19][C:4]1[CH:5]=[CH:6][CH:7]=[C:2]([I:1])[C:3]=1[OH:8]. The catalyst class is: 11. (9) Reactant: C(=O)([O-])[O-].[Cs+].[Cs+].[CH2:7](Br)[C:8]1[CH:13]=[CH:12][CH:11]=[CH:10][CH:9]=1.[CH:15]([C:17]1[CH:22]=[CH:21][CH:20]=[CH:19][C:18]=1[NH:23][S:24]([CH3:27])(=[O:26])=[O:25])=O. Product: [CH2:7]([N:23]1[C:18]2[CH:19]=[CH:20][CH:21]=[CH:22][C:17]=2[CH:15]=[CH:27][S:24]1(=[O:26])=[O:25])[C:8]1[CH:13]=[CH:12][CH:11]=[CH:10][CH:9]=1. The catalyst class is: 290.